This data is from HIV replication inhibition screening data with 41,000+ compounds from the AIDS Antiviral Screen. The task is: Binary Classification. Given a drug SMILES string, predict its activity (active/inactive) in a high-throughput screening assay against a specified biological target. (1) The compound is CC=CC=Nc1c(C#N)c2n(c1C(=O)Nc1ccccc1)CCC2. The result is 0 (inactive). (2) The result is 0 (inactive). The compound is c1ccc(-c2nc3sccn3n2)cc1. (3) The molecule is CCOC(=O)C(C(=O)c1ccccc1C(=O)OC)=P(c1ccccc1)(c1ccccc1)c1ccccc1. The result is 1 (active). (4) The molecule is CCOC(=O)C(CCC(N)=O)(CCC(=O)OC)C(=O)OCC. The result is 0 (inactive). (5) The drug is O=C(NCC(C(=O)OCc1ccccc1)C(=O)OCc1ccccc1)OCc1ccccc1. The result is 0 (inactive).